This data is from Catalyst prediction with 721,799 reactions and 888 catalyst types from USPTO. The task is: Predict which catalyst facilitates the given reaction. (1) Reactant: CS(C)=O.C(Cl)(=O)C(Cl)=O.[C:11]1([C@H:17]2[C@H:22]([CH2:23][OH:24])[CH2:21][CH2:20][N:19]([C:25](=[O:30])[C:26]([F:29])([F:28])[F:27])[CH2:18]2)[CH:16]=[CH:15][CH:14]=[CH:13][CH:12]=1.[Cl-].[NH4+]. Product: [C:11]1([C@H:17]2[C@H:22]([CH:23]=[O:24])[CH2:21][CH2:20][N:19]([C:25](=[O:30])[C:26]([F:27])([F:28])[F:29])[CH2:18]2)[CH:12]=[CH:13][CH:14]=[CH:15][CH:16]=1. The catalyst class is: 236. (2) Reactant: C([O:4][CH2:5][C:6]([CH3:45])([CH3:44])[CH2:7][N:8]1[C:14]2[CH:15]=[CH:16][C:17]([Cl:19])=[CH:18][C:13]=2[C@H:12]([C:20]2C=C[CH:23]=[C:22](C)[C:21]=2[CH3:27])[O:11][C@H:10]([CH2:28][C:29]([NH:31][C:32]2[CH:33]=[CH:34][C:35]([CH3:42])=[C:36]([CH:41]=2)[C:37]([O:39]C)=[O:38])=[O:30])[C:9]1=[O:43])(=O)C.[OH-].[Na+].C(O)C. Product: [Cl:19][C:17]1[CH:16]=[CH:15][C:14]2[N:8]([CH2:7][C:6]([CH3:44])([CH3:45])[CH2:5][OH:4])[C:9](=[O:43])[C@@H:10]([CH2:28][C:29]([NH:31][C:32]3[CH:33]=[CH:34][C:35]([CH3:42])=[C:36]([CH:41]=3)[C:37]([OH:39])=[O:38])=[O:30])[O:11][C@@H:12]([CH2:20][CH:21]([CH3:27])[CH2:22][CH3:23])[C:13]=2[CH:18]=1. The catalyst class is: 6. (3) Reactant: [N:1]12[CH2:8][CH2:7][CH:4]([CH2:5][CH2:6]1)[C@@H:3]([O:9][C:10]([C:12]1([C:19]3[CH:24]=[CH:23][CH:22]=[CH:21][CH:20]=3)[CH2:18][CH2:17][CH2:16][CH2:15][CH2:14][CH2:13]1)=[O:11])[CH2:2]2.[Br:25][CH2:26][C:27]([NH:29][C:30]1[CH:35]=[CH:34][CH:33]=[CH:32][N:31]=1)=[O:28]. Product: [Br-:25].[C:19]1([C:12]2([C:10]([O:9][C@@H:3]3[CH:4]4[CH2:7][CH2:8][N+:1]([CH2:26][C:27](=[O:28])[NH:29][C:30]5[CH:35]=[CH:34][CH:33]=[CH:32][N:31]=5)([CH2:6][CH2:5]4)[CH2:2]3)=[O:11])[CH2:18][CH2:17][CH2:16][CH2:15][CH2:14][CH2:13]2)[CH:20]=[CH:21][CH:22]=[CH:23][CH:24]=1. The catalyst class is: 23. (4) Reactant: [NH2:1][C:2]1[CH:7]=[CH:6][C:5]([Br:8])=[CH:4][N:3]=1.CO[C:11](OC)([N:13]([CH3:15])[CH3:14])[CH3:12]. Product: [Br:8][C:5]1[CH:6]=[CH:7][C:2]2[N:3]([N:13]=[C:11]([CH3:12])[N:1]=2)[CH:4]=1.[Br:8][C:5]1[CH:6]=[CH:7][C:2]([N:1]=[C:11]([N:13]([CH3:15])[CH3:14])[CH3:12])=[N:3][CH:4]=1. The catalyst class is: 9. (5) Reactant: [CH3:1][N:2]([CH2:4][CH2:5][CH2:6][O:7][C:8]1[C:16]2[C:11](=[CH:12][CH:13]=[CH:14][CH:15]=2)[N:10]([CH2:17][C:18]2[CH:23]=[CH:22][CH:21]=[CH:20][CH:19]=2)[N:9]=1)[CH3:3].Cl. Product: [CH3:1][N:2]([CH2:4][CH2:5][CH2:6][O:7][C:8]1[C:16]2[C:11](=[CH:12][CH:13]=[CH:14][CH:15]=2)[N:10]([CH2:17][C:18]2[CH:23]=[CH:22][CH:21]=[CH:20][CH:19]=2)[N:9]=1)[CH3:3]. The catalyst class is: 74. (6) Reactant: Cl.[Cl:2][C:3]1[CH:12]=[C:11]2[C:6]([CH2:7][CH:8]([C:13]([OH:15])=[O:14])[NH:9][CH2:10]2)=[CH:5][CH:4]=1.[OH-].[Na+].[C:18]([O:22][C:23](O[C:23]([O:22][C:18]([CH3:21])([CH3:20])[CH3:19])=[O:24])=[O:24])([CH3:21])([CH3:20])[CH3:19]. Product: [C:18]([O:22][C:23]([N:9]1[CH:8]([C:13]([OH:15])=[O:14])[CH2:7][C:6]2[C:11](=[CH:12][C:3]([Cl:2])=[CH:4][CH:5]=2)[CH2:10]1)=[O:24])([CH3:21])([CH3:20])[CH3:19]. The catalyst class is: 12. (7) Reactant: [CH2:1]([N:8]([CH3:26])[CH:9]1[CH2:14][CH2:13][N:12]([CH2:15][CH2:16][C:17]2[CH:22]=[CH:21][C:20]([F:23])=[CH:19][CH:18]=2)[CH2:11][CH:10]1[CH2:24][OH:25])[C:2]1[CH:7]=[CH:6][CH:5]=[CH:4][CH:3]=1.C(N(CC)CC)C.[CH3:34][S:35](Cl)(=[O:37])=[O:36]. Product: [CH2:1]([N:8]([CH3:26])[C@@H:9]1[CH2:14][CH2:13][N:12]([CH2:15][CH2:16][C:17]2[CH:22]=[CH:21][C:20]([F:23])=[CH:19][CH:18]=2)[CH2:11][C@H:10]1[CH2:24][O:25][S:35]([CH3:34])(=[O:37])=[O:36])[C:2]1[CH:7]=[CH:6][CH:5]=[CH:4][CH:3]=1. The catalyst class is: 4. (8) Reactant: [CH3:1][O:2][C:3]1[CH:10]=[C:9]([O:11][CH3:12])[CH:8]=[CH:7][C:4]=1[CH:5]=O.Cl.[NH2:14][OH:15].N1C=CC=CC=1. The catalyst class is: 6. Product: [CH3:1][O:2][C:3]1[CH:10]=[C:9]([O:11][CH3:12])[CH:8]=[CH:7][C:4]=1[CH:5]=[N:14][OH:15].